This data is from Reaction yield outcomes from USPTO patents with 853,638 reactions. The task is: Predict the reaction yield, written as a fraction of the theoretical maximum amount of product (1.0 means a 100% yield; for example, 0.34 means a 34% yield). (1) The reactants are [CH3:1][C:2]1[CH:9]=[CH:8][C:5]([CH2:6][NH2:7])=[CH:4][CH:3]=1.F[C:11]1[CH:19]=[N:18][CH:17]=[CH:16][C:12]=1[C:13]([OH:15])=[O:14]. No catalyst specified. The product is [CH3:1][C:2]1[CH:9]=[CH:8][C:5]([CH2:6][NH:7][C:16]2[CH:17]=[N:18][CH:19]=[CH:11][C:12]=2[C:13]([OH:15])=[O:14])=[CH:4][CH:3]=1. The yield is 0.510. (2) The reactants are CS(O)(=O)=O.[NH2:6][CH2:7][C:8]1[CH:9]=[C:10]2[C:14](=[CH:15][CH:16]=1)[C:13](=[O:17])[N:12]([CH:18]1[CH2:23][CH2:22][C:21](=[O:24])[NH:20][C:19]1=[O:25])[CH2:11]2.C1N=CN([C:31]([N:33]2C=N[CH:35]=[CH:34]2)=[O:32])C=1.[Si:38]([O:45][C:46]1[CH:52]=CC(N)=[CH:48][C:47]=1[CH3:53])([C:41]([CH3:44])([CH3:43])[CH3:42])([CH3:40])[CH3:39]. The catalyst is CN(C=O)C. The product is [Si:38]([O:45][C:46]1[CH:52]=[CH:35][C:34]([NH:33][C:31]([NH:6][CH2:7][C:8]2[CH:9]=[C:10]3[C:14](=[CH:15][CH:16]=2)[C:13](=[O:17])[N:12]([CH:18]2[CH2:23][CH2:22][C:21](=[O:24])[NH:20][C:19]2=[O:25])[CH2:11]3)=[O:32])=[CH:48][C:47]=1[CH3:53])([C:41]([CH3:42])([CH3:43])[CH3:44])([CH3:40])[CH3:39]. The yield is 0.550.